From a dataset of Catalyst prediction with 721,799 reactions and 888 catalyst types from USPTO. Predict which catalyst facilitates the given reaction. (1) Reactant: C([NH:8][CH2:9][CH:10]([CH2:16][CH3:17])[C:11]([O:13][CH2:14][CH3:15])=[O:12])C1C=CC=CC=1.[C:26](O[C:26]([O:28][C:29]([CH3:32])([CH3:31])[CH3:30])=[O:27])([O:28][C:29]([CH3:32])([CH3:31])[CH3:30])=[O:27]. Product: [C:29]([O:28][C:26]([NH:8][CH2:9][CH:10]([CH2:16][CH3:17])[C:11]([O:13][CH2:14][CH3:15])=[O:12])=[O:27])([CH3:30])([CH3:31])[CH3:32]. The catalyst class is: 178. (2) Reactant: [CH3:1][N:2]1[CH2:15][CH2:14][C:5]2[NH:6][C:7]3[CH:8]=[CH:9][C:10]([CH3:13])=[CH:11][C:12]=3[C:4]=2[CH2:3]1.N1CCC[C@H]1C(O)=O.P([O-])([O-])([O-])=O.[K+].[K+].[K+].Br[CH:33]=[C:34]([C:36]1[CH:41]=[CH:40][CH:39]=[CH:38][C:37]=1[Cl:42])[CH3:35]. Product: [Cl:42][C:37]1[CH:38]=[CH:39][CH:40]=[CH:41][C:36]=1/[C:34](/[CH3:35])=[CH:33]\[N:6]1[C:7]2[CH:8]=[CH:9][C:10]([CH3:13])=[CH:11][C:12]=2[C:4]2[CH2:3][N:2]([CH3:1])[CH2:15][CH2:14][C:5]1=2. The catalyst class is: 122. (3) Reactant: [CH2:1]([O:8][CH:9]([CH3:13])[C:10]([NH2:12])=[O:11])[C:2]1[CH:7]=[CH:6][CH:5]=[CH:4][CH:3]=1.ClS([N:18]=[C:19]=[O:20])(=O)=O. Product: [CH2:1]([O:8][CH:9]([CH3:13])[C:10]([NH:12][C:19]([NH2:18])=[O:20])=[O:11])[C:2]1[CH:7]=[CH:6][CH:5]=[CH:4][CH:3]=1. The catalyst class is: 10. (4) Product: [F:33][C:34]1[CH:35]=[C:36]([CH:63]=[C:64]([F:66])[CH:65]=1)[CH2:37][C@H:38]1[C@@H:42]([C@H:43]2[CH2:48][C@H:46]([OH:47])[CH2:45][N:44]2[CH:49]([C:50]2[CH:55]=[CH:54][CH:53]=[CH:52][CH:51]=2)[C:56]2[CH:61]=[CH:60][CH:59]=[CH:58][CH:57]=2)[O:41][C:40](=[O:62])[NH:39]1. Reactant: N[C@@H](CC1C=C(F)C=C(F)C=1)[C@@H]([C@H]1COCCN1C(C1C=CC=CC=1)C1C=CC=CC=1)O.[F:33][C:34]1[CH:35]=[C:36]([CH:63]=[C:64]([F:66])[CH:65]=1)[CH2:37][C@H:38]1[C@@H:42]([C@H:43]2[CH2:48][O:47][CH2:46][CH2:45][N:44]2[CH:49]([C:56]2[CH:61]=[CH:60][CH:59]=[CH:58][CH:57]=2)[C:50]2[CH:55]=[CH:54][CH:53]=[CH:52][CH:51]=2)[O:41][C:40](=[O:62])[NH:39]1.[Li+].[OH-]. The catalyst class is: 88. (5) The catalyst class is: 1. Product: [OH:38][C:34]1[CH:33]=[C:32]([NH:31][CH:2]=[C:3]2[C:11]3[C:6](=[CH:7][C:8]([C:12]([C:14]4[CH:19]=[CH:18][C:17]([NH:20][C:21]([C:23]5[N:24]([CH3:29])[N:25]=[C:26]([CH3:28])[CH:27]=5)=[O:22])=[CH:16][CH:15]=4)=[O:13])=[CH:9][CH:10]=3)[NH:5][C:4]2=[O:30])[CH:37]=[CH:36][CH:35]=1. Reactant: O[CH:2]=[C:3]1[C:11]2[C:6](=[CH:7][C:8]([C:12]([C:14]3[CH:19]=[CH:18][C:17]([NH:20][C:21]([C:23]4[N:24]([CH3:29])[N:25]=[C:26]([CH3:28])[CH:27]=4)=[O:22])=[CH:16][CH:15]=3)=[O:13])=[CH:9][CH:10]=2)[NH:5][C:4]1=[O:30].[NH2:31][C:32]1[CH:33]=[C:34]([OH:38])[CH:35]=[CH:36][CH:37]=1. (6) Reactant: [CH2:1]([O:3][C:4]([C:6]1[NH:7][C:8]([CH:11]=[O:12])=[CH:9][CH:10]=1)=[O:5])[CH3:2].Br[CH2:14][CH2:15][CH2:16][O:17][CH3:18].C1COCC1.[H-].[Na+]. Product: [CH2:1]([O:3][C:4]([C:6]1[N:7]([CH2:14][CH2:15][CH2:16][O:17][CH3:18])[C:8]([CH:11]=[O:12])=[CH:9][CH:10]=1)=[O:5])[CH3:2]. The catalyst class is: 3. (7) Reactant: [NH2:1][C:2]1[CH:7]=[CH:6][C:5]([CH3:8])=[CH:4][C:3]=1[NH:9][CH:10]1[CH2:15][CH2:14][N:13]([C@H:16]2[CH2:21][CH2:20][C@H:19]([O:22][CH2:23][CH2:24][CH3:25])[CH2:18][CH2:17]2)[CH2:12][CH2:11]1.C(N(C(C)C)CC)(C)C.[Cl:35][C:36](Cl)([O:38]C(=O)OC(Cl)(Cl)Cl)Cl.O. Product: [ClH:35].[CH3:8][C:5]1[CH:6]=[CH:7][C:2]2[NH:1][C:36](=[O:38])[N:9]([CH:10]3[CH2:11][CH2:12][N:13]([C@H:16]4[CH2:21][CH2:20][C@H:19]([O:22][CH2:23][CH2:24][CH3:25])[CH2:18][CH2:17]4)[CH2:14][CH2:15]3)[C:3]=2[CH:4]=1. The catalyst class is: 4.